Regression. Given a peptide amino acid sequence and an MHC pseudo amino acid sequence, predict their binding affinity value. This is MHC class II binding data. From a dataset of Peptide-MHC class II binding affinity with 134,281 pairs from IEDB. (1) The peptide sequence is LVGPTPVNIIGRNLLTQLGC. The MHC is DRB3_0101 with pseudo-sequence DRB3_0101. The binding affinity (normalized) is 0.0585. (2) The peptide sequence is GELQIVDRIDAAFKI. The MHC is DRB1_0404 with pseudo-sequence DRB1_0404. The binding affinity (normalized) is 0.645.